From a dataset of Peptide-MHC class I binding affinity with 185,985 pairs from IEDB/IMGT. Regression. Given a peptide amino acid sequence and an MHC pseudo amino acid sequence, predict their binding affinity value. This is MHC class I binding data. (1) The peptide sequence is IVPDIKLDA. The MHC is HLA-A02:03 with pseudo-sequence HLA-A02:03. The binding affinity (normalized) is 0.107. (2) The binding affinity (normalized) is 0.625. The MHC is HLA-A11:01 with pseudo-sequence HLA-A11:01. The peptide sequence is KTKPPLPSVKK. (3) The peptide sequence is TTSDFFVNY. The MHC is HLA-B57:01 with pseudo-sequence HLA-B57:01. The binding affinity (normalized) is 0.252. (4) The peptide sequence is STMPLSWMY. The MHC is HLA-B51:01 with pseudo-sequence HLA-B51:01. The binding affinity (normalized) is 0.0847. (5) The peptide sequence is LSSPVTKSF. The MHC is HLA-B57:01 with pseudo-sequence HLA-B57:01. The binding affinity (normalized) is 0.912. (6) The peptide sequence is QVIFKCVPK. The MHC is HLA-A30:01 with pseudo-sequence HLA-A30:01. The binding affinity (normalized) is 0.600.